Dataset: Reaction yield outcomes from USPTO patents with 853,638 reactions. Task: Predict the reaction yield, written as a fraction of the theoretical maximum amount of product (1.0 means a 100% yield; for example, 0.34 means a 34% yield). (1) The reactants are Br[C:2]1[CH:22]=[CH:21][C:5]([C:6]([N:8]2[CH2:13][CH2:12][N:11]([C:14]([O:16][C:17]([CH3:20])([CH3:19])[CH3:18])=[O:15])[CH2:10][CH2:9]2)=[O:7])=[CH:4][CH:3]=1.F[C:24]1[C:33](B(O)O)=[CH:32][C:31]2[C:26](=[CH:27][CH:28]=[CH:29][CH:30]=2)[N:25]=1.C(=O)([O-])[O-:38].[Na+].[Na+]. The catalyst is O1CCOCC1.O.C1C=CC([P]([Pd]([P](C2C=CC=CC=2)(C2C=CC=CC=2)C2C=CC=CC=2)([P](C2C=CC=CC=2)(C2C=CC=CC=2)C2C=CC=CC=2)[P](C2C=CC=CC=2)(C2C=CC=CC=2)C2C=CC=CC=2)(C2C=CC=CC=2)C2C=CC=CC=2)=CC=1. The product is [O:38]=[C:24]1[C:33]([C:2]2[CH:22]=[CH:21][C:5]([C:6]([N:8]3[CH2:13][CH2:12][N:11]([C:14]([O:16][C:17]([CH3:20])([CH3:19])[CH3:18])=[O:15])[CH2:10][CH2:9]3)=[O:7])=[CH:4][CH:3]=2)=[CH:32][C:31]2[C:26](=[CH:27][CH:28]=[CH:29][CH:30]=2)[NH:25]1. The yield is 0.780. (2) The reactants are [CH3:1][N:2]([C:10]1[CH:15]=[CH:14][CH:13]=[C:12]([N+:16]([O-])=O)[CH:11]=1)[C:3](=[O:9])[O:4][C:5]([CH3:8])([CH3:7])[CH3:6]. The catalyst is [Pd].C1COCC1.CO. The product is [NH2:16][C:12]1[CH:11]=[C:10]([N:2]([CH3:1])[C:3](=[O:9])[O:4][C:5]([CH3:6])([CH3:7])[CH3:8])[CH:15]=[CH:14][CH:13]=1. The yield is 0.910. (3) The reactants are [Cl-].[Al+3].[Cl-].[Cl-].[CH3:5][N:6]1[C:14]2[C:9](=[CH:10][CH:11]=[CH:12][CH:13]=2)[CH:8]=[C:7]1[C:15]1[CH:20]=[CH:19][CH:18]=[CH:17][CH:16]=1.Cl[C:22](=[O:28])[C:23]([O:25][CH2:26][CH3:27])=[O:24].C(=O)(O)[O-].[Na+]. The catalyst is ClCCl. The yield is 0.430. The product is [CH3:5][N:6]1[C:14]2[C:9](=[CH:10][CH:11]=[CH:12][CH:13]=2)[C:8]([C:22](=[O:28])[C:23]([O:25][CH2:26][CH3:27])=[O:24])=[C:7]1[C:15]1[CH:20]=[CH:19][CH:18]=[CH:17][CH:16]=1. (4) The reactants are O[C:2]1[C:11]2[C:6](=[N:7][CH:8]=[CH:9][CH:10]=2)[N:5]([C:12]2[CH:17]=[CH:16][CH:15]=[CH:14][CH:13]=2)[C:4](=[O:18])[C:3]=1[C:19](=O)[CH2:20][C:21]1[CH:26]=[C:25]([O:27][CH3:28])[CH:24]=[CH:23][C:22]=1[O:29][CH3:30].O.[NH2:33][NH2:34]. The catalyst is CN(C=O)C. The product is [CH3:30][O:29][C:22]1[CH:23]=[CH:24][C:25]([O:27][CH3:28])=[CH:26][C:21]=1[CH2:20][C:19]1[C:3]2[C:4](=[O:18])[N:5]([C:12]3[CH:13]=[CH:14][CH:15]=[CH:16][CH:17]=3)[C:6]3[N:7]=[CH:8][CH:9]=[CH:10][C:11]=3[C:2]=2[NH:34][N:33]=1. The yield is 0.820. (5) The reactants are [CH2:1]([O:3][C:4](=[O:23])[CH:5]([C:7]1[N:8](C(OC(C)(C)C)=O)[C:9]2[C:14]([CH:15]=1)=[CH:13][CH:12]=[CH:11][CH:10]=2)[CH3:6])[CH3:2]. The catalyst is ClCCl.C(O)(C(F)(F)F)=O. The product is [NH:8]1[C:9]2[C:14](=[CH:13][CH:12]=[CH:11][CH:10]=2)[CH:15]=[C:7]1[CH:5]([CH3:6])[C:4]([O:3][CH2:1][CH3:2])=[O:23]. The yield is 0.500. (6) The reactants are N[C:2]1[C:10]2[N:9]([CH2:11][CH:12]([OH:14])[CH3:13])[N:8]=[C:7]3[CH2:15][CH2:16][CH2:17][C:5]([C:6]=23)=[CH:4][CH:3]=1.[OH:18]S(O)(=O)=O.O. No catalyst specified. The product is [OH:14][CH:12]([CH3:13])[CH2:11][N:9]1[C:10]2=[C:2]([OH:18])[CH:3]=[CH:4][C:5]3=[C:6]2[C:7]([CH2:15][CH2:16][CH2:17]3)=[N:8]1. The yield is 0.860.